Dataset: Catalyst prediction with 721,799 reactions and 888 catalyst types from USPTO. Task: Predict which catalyst facilitates the given reaction. (1) Reactant: [Cl:1][C:2]1[CH:22]=[C:21]([Cl:23])[CH:20]=[CH:19][C:3]=1[CH2:4][NH:5][C:6]([C:8]1[C:9]([O:16][CH2:17][CH3:18])=[N:10][N:11]([CH2:13][CH2:14][OH:15])[CH:12]=1)=[O:7].O[C:25]1[CH:34]=[CH:33][C:32]2[C:27](=[CH:28][CH:29]=[CH:30][CH:31]=2)[C:26]=1[CH2:35][C:36]([O:38]C)=[O:37].C(P(CCCC)CCCC)CCC.N(C(N1CCCCC1)=O)=NC(N1CCCCC1)=O. Product: [Cl:1][C:2]1[CH:22]=[C:21]([Cl:23])[CH:20]=[CH:19][C:3]=1[CH2:4][NH:5][C:6]([C:8]1[C:9]([O:16][CH2:17][CH3:18])=[N:10][N:11]([CH2:13][CH2:14][O:15][C:25]2[CH:34]=[CH:33][C:32]3[C:27](=[CH:28][CH:29]=[CH:30][CH:31]=3)[C:26]=2[CH2:35][C:36]([OH:38])=[O:37])[CH:12]=1)=[O:7]. The catalyst class is: 7. (2) Reactant: [F:1][C:2]1[CH:36]=[CH:35][C:5]([CH2:6][NH:7][C:8]([C:10]2[N:11]=[C:12]3[N:24]([CH3:25])[C:23](=[O:26])[N:22]([CH2:27][CH2:28][N:29]4[CH2:34][CH2:33][O:32][CH2:31][CH2:30]4)[C:14]4=[CH:15][CH:16]=[N:17][C:18]([C:19]=2[O:20]C)=[C:13]34)=[O:9])=[CH:4][CH:3]=1.B(Br)(Br)Br. Product: [F:1][C:2]1[CH:36]=[CH:35][C:5]([CH2:6][NH:7][C:8]([C:10]2[N:11]=[C:12]3[N:24]([CH3:25])[C:23](=[O:26])[N:22]([CH2:27][CH2:28][N:29]4[CH2:34][CH2:33][O:32][CH2:31][CH2:30]4)[C:14]4=[CH:15][CH:16]=[N:17][C:18]([C:19]=2[OH:20])=[C:13]34)=[O:9])=[CH:4][CH:3]=1. The catalyst class is: 2. (3) Reactant: C[O:2][C:3]([C:5]1[CH2:14][C:13](=[O:15])[C:12]2[C:7](=[CH:8][C:9]([CH3:17])=[C:10]([Cl:16])[CH:11]=2)[N:6]=1)=[O:4].[OH-].[Li+]. Product: [C:3]([C:5]1[CH2:14][C:13](=[O:15])[C:12]2[C:7](=[CH:8][C:9]([CH3:17])=[C:10]([Cl:16])[CH:11]=2)[N:6]=1)([OH:4])=[O:2]. The catalyst class is: 24. (4) Reactant: Cl.[CH:2]12[N:8]([C:9]3[CH:10]=[CH:11][C:12]([F:16])=[C:13]([OH:15])[CH:14]=3)[CH:5]([CH2:6][CH2:7]1)[CH2:4][CH2:3]2.C(N(CC)C(C)C)(C)C.[S:26](O[S:26]([C:29]([F:32])([F:31])[F:30])(=[O:28])=[O:27])([C:29]([F:32])([F:31])[F:30])(=[O:28])=[O:27].O. Product: [F:30][C:29]([F:32])([F:31])[S:26]([O:15][C:13]1[CH:14]=[C:9]([N:8]2[CH:2]3[CH2:7][CH2:6][CH:5]2[CH2:4][CH2:3]3)[CH:10]=[CH:11][C:12]=1[F:16])(=[O:28])=[O:27]. The catalyst class is: 2. (5) Reactant: [CH3:1][N:2]1[CH:6]=[CH:5][CH:4]=[C:3]1[CH2:7][C:8]([O:10][CH2:11][CH3:12])=[O:9].[Cl:13][C:14]1[CH:22]=[CH:21][C:17]([C:18](Cl)=[O:19])=[CH:16][CH:15]=1.[Cl-].[Al+3].[Cl-].[Cl-]. Product: [Cl:13][C:14]1[CH:22]=[CH:21][C:17]([C:18]([C:6]2[N:2]([CH3:1])[C:3]([CH2:7][C:8]([O:10][CH2:11][CH3:12])=[O:9])=[CH:4][CH:5]=2)=[O:19])=[CH:16][CH:15]=1. The catalyst class is: 534. (6) Reactant: COC([C:5]1[C:10]([CH2:11][CH2:12][C:13]([O:15]C)=O)=[CH:9][C:8]([CH3:17])=[CH:7][N:6]=1)=O.C[O-].[Na+]. Product: [CH3:17][C:8]1[CH:9]=[C:10]2[CH2:11][CH2:12][C:13](=[O:15])[C:5]2=[N:6][CH:7]=1. The catalyst class is: 1. (7) Reactant: Cl.C(OC(=O)[NH:8][CH2:9][C:10]1[C:11]([CH2:25][OH:26])=[N:12][C:13]([NH:17]C(OC(C)(C)C)=O)=[CH:14][C:15]=1[CH3:16])(C)(C)C. Product: [NH2:17][C:13]1[N:12]=[C:11]([CH2:25][OH:26])[C:10]([CH2:9][NH2:8])=[C:15]([CH3:16])[CH:14]=1. The catalyst class is: 1.